Dataset: Full USPTO retrosynthesis dataset with 1.9M reactions from patents (1976-2016). Task: Predict the reactants needed to synthesize the given product. (1) Given the product [O:11]=[C:4]1[C:5]2[C:10](=[CH:9][CH:8]=[CH:7][CH:6]=2)[C:2](=[O:1])[N:3]1[CH2:12][C:13]1[CH:20]=[C:19]([OH:21])[C:18]([OH:23])=[CH:17][C:14]=1[C:15]#[N:16], predict the reactants needed to synthesize it. The reactants are: [O:1]=[C:2]1[C:10]2[C:5](=[CH:6][CH:7]=[CH:8][CH:9]=2)[C:4](=[O:11])[N:3]1[CH2:12][C:13]1[CH:20]=[C:19]([O:21]C)[C:18]([O:23]C)=[CH:17][C:14]=1[C:15]#[N:16].B(Br)(Br)Br. (2) Given the product [Cl:37][C:36]1[C:32]([C:30](=[O:31])[N:29]([CH2:39][CH2:40][CH2:41][CH3:42])[CH2:25][CH2:26][CH2:27][CH3:28])=[N:33][N:34]([C:2]2[CH:12]=[CH:11][C:5]([C:6]([O:8][CH2:9][CH3:10])=[O:7])=[CH:4][C:3]=2[C:13]([N:15]2[CH2:24][CH2:23][C:22]3[C:17](=[CH:18][CH:19]=[CH:20][CH:21]=3)[CH2:16]2)=[O:14])[C:35]=1[CH3:38], predict the reactants needed to synthesize it. The reactants are: F[C:2]1[CH:12]=[CH:11][C:5]([C:6]([O:8][CH2:9][CH3:10])=[O:7])=[CH:4][C:3]=1[C:13]([N:15]1[CH2:24][CH2:23][C:22]2[C:17](=[CH:18][CH:19]=[CH:20][CH:21]=2)[CH2:16]1)=[O:14].[CH2:25]([N:29]([CH2:39][CH2:40][CH2:41][CH3:42])[C:30]([C:32]1[C:36]([Cl:37])=[C:35]([CH3:38])[NH:34][N:33]=1)=[O:31])[CH2:26][CH2:27][CH3:28].C([O-])([O-])=O.[K+].[K+]. (3) Given the product [I:1][C:2]1[CH:3]=[C:4]([CH2:8][CH2:9][C:10]([O:12][CH3:17])=[O:11])[CH:5]=[CH:6][CH:7]=1, predict the reactants needed to synthesize it. The reactants are: [I:1][C:2]1[CH:3]=[C:4]([CH2:8][CH2:9][C:10]([OH:12])=[O:11])[CH:5]=[CH:6][CH:7]=1.S(Cl)(Cl)=O.[C:17](=O)([O-])O.[Na+]. (4) Given the product [Br:1][C:2]1[C:3]([CH3:18])=[CH:4][C:5]([C:20]2[CH:25]=[CH:24][CH:23]=[C:22]([CH3:26])[N:21]=2)=[CH:6][C:7]=1[CH3:8], predict the reactants needed to synthesize it. The reactants are: [Br:1][C:2]1[C:7]([CH3:8])=[CH:6][C:5](B2OC(C)(C)C(C)(C)O2)=[CH:4][C:3]=1[CH3:18].Br[C:20]1[CH:25]=[CH:24][CH:23]=[C:22]([CH3:26])[N:21]=1. (5) Given the product [N:1]([CH2:4][CH2:5][S:6][C:7]1[CH:8]=[C:9]([C:13]([C:15]2[N:16]=[CH:17][N:18]3[CH:22]=[C:21]([Sn:27]([CH2:28][CH2:29][CH2:30][CH3:31])([CH2:32][CH2:33][CH2:34][CH3:35])[CH2:23][CH2:24][CH2:25][CH3:26])[S:20][C:19]=23)=[O:14])[CH:10]=[N:11][CH:12]=1)=[N+:2]=[N-:3], predict the reactants needed to synthesize it. The reactants are: [N:1]([CH2:4][CH2:5][S:6][C:7]1[CH:8]=[C:9]([C:13]([C:15]2[N:16]=[CH:17][N:18]3[CH:22]=[CH:21][S:20][C:19]=23)=[O:14])[CH:10]=[N:11][CH:12]=1)=[N+:2]=[N-:3].[CH2:23]([Sn:27](Cl)([CH2:32][CH2:33][CH2:34][CH3:35])[CH2:28][CH2:29][CH2:30][CH3:31])[CH2:24][CH2:25][CH3:26].C[Si]([N-][Si](C)(C)C)(C)C.[Li+].C1COCC1. (6) Given the product [NH2:1][C:2]1[CH:10]=[CH:9][C:5]([C:6]([NH:18][C:17]2[CH:19]=[CH:20][C:14]([Cl:13])=[CH:15][C:16]=2[N:21]2[CH2:26][CH2:25][N:24]([CH2:27][CH2:28][C:29]([F:32])([F:31])[F:30])[CH2:23][CH2:22]2)=[O:8])=[C:4]([F:11])[C:3]=1[F:12], predict the reactants needed to synthesize it. The reactants are: [NH2:1][C:2]1[CH:10]=[CH:9][C:5]([C:6]([OH:8])=O)=[C:4]([F:11])[C:3]=1[F:12].[Cl:13][C:14]1[CH:20]=[CH:19][C:17]([NH2:18])=[C:16]([N:21]2[CH2:26][CH2:25][N:24]([CH2:27][CH2:28][C:29]([F:32])([F:31])[F:30])[CH2:23][CH2:22]2)[CH:15]=1.CN(C(ON1N=NC2C=CC=NC1=2)=[N+](C)C)C.F[P-](F)(F)(F)(F)F. (7) The reactants are: O.[O:2]1[C:11]2[CH:10]=[C:9]([CH2:12][N:13]([CH:21]3[CH2:26][CH2:25][NH:24][CH2:23][CH2:22]3)[C:14](=[O:20])[O:15][C:16]([CH3:19])([CH3:18])[CH3:17])[N:8]=[CH:7][C:6]=2[O:5][CH2:4][CH2:3]1.O.Cl.[F:29][C:30]1[CH:39]=[C:38]2[C:33]([CH:34]=[CH:35][C:36](=[O:43])[N:37]2[CH2:40][CH:41]=O)=[N:32][CH:31]=1.C(O[BH-](OC(=O)C)OC(=O)C)(=O)C.[Na+].[OH-].[Na+]. Given the product [O:2]1[C:11]2[CH:10]=[C:9]([CH2:12][N:13]([CH:21]3[CH2:26][CH2:25][N:24]([CH2:41][CH2:40][N:37]4[C:38]5[C:33](=[N:32][CH:31]=[C:30]([F:29])[CH:39]=5)[CH:34]=[CH:35][C:36]4=[O:43])[CH2:23][CH2:22]3)[C:14](=[O:20])[O:15][C:16]([CH3:19])([CH3:18])[CH3:17])[N:8]=[CH:7][C:6]=2[O:5][CH2:4][CH2:3]1, predict the reactants needed to synthesize it.